From a dataset of Forward reaction prediction with 1.9M reactions from USPTO patents (1976-2016). Predict the product of the given reaction. (1) Given the reactants [NH2:1][C:2]1[CH:14]=[CH:13][C:12]([Br:15])=[CH:11][C:3]=1[C:4]([N:6]([CH2:9]C)[CH2:7]C)=[O:5].CNC, predict the reaction product. The product is: [NH2:1][C:2]1[CH:14]=[CH:13][C:12]([Br:15])=[CH:11][C:3]=1[C:4]([N:6]([CH3:7])[CH3:9])=[O:5]. (2) Given the reactants [C:1]([O:5][C:6]([N:8]1[CH2:13][CH2:12][CH:11]([C:14]2[C:23]3[C:18](=[CH:19][C:20]([O:24][CH2:25][CH2:26][CH2:27][N:28]4[CH:32]=[N:31][N:30]=[CH:29]4)=[CH:21][CH:22]=3)[N:17]=[CH:16][N:15]=2)[CH2:10][CH2:9]1)=[O:7])([CH3:4])([CH3:3])[CH3:2].[C:33](O)([C:35]([F:38])(F)F)=O.[Al].CN(CCO)C.Cl.[N+](C1C=CC(OC(=O)[NH:59][C:60]2[CH:61]=[N:62][C:63]([N:66]3[CH2:71][CH2:70][O:69][CH2:68][CH2:67]3)=[CH:64][CH:65]=2)=CC=1)([O-])=O, predict the reaction product. The product is: [N:66]1([C:63]2[N:62]=[CH:61][C:60]([NH:59][C:6]([N:8]3[CH2:13][CH2:12][CH:11]([C:14]4[C:23]5[C:18](=[CH:19][C:20]([O:24][CH2:25][CH2:26][CH2:27][N:28]6[CH:32]=[N:31][N:30]=[CH:29]6)=[CH:21][CH:22]=5)[N:17]=[CH:16][N:15]=4)[CH2:10][CH2:9]3)=[O:7])=[CH:65][CH:64]=2)[CH2:71][CH2:70][O:69][CH2:68][CH2:67]1.[C:1]([O:5][C:6]([N:8]1[CH2:13][CH2:12][CH:11]([C:14]2[C:23]3[C:18](=[CH:19][C:35]([F:38])=[CH:33][CH:22]=3)[N:17]=[CH:16][N:15]=2)[CH2:10][CH2:9]1)=[O:7])([CH3:4])([CH3:3])[CH3:2].